This data is from NCI-60 drug combinations with 297,098 pairs across 59 cell lines. The task is: Regression. Given two drug SMILES strings and cell line genomic features, predict the synergy score measuring deviation from expected non-interaction effect. (1) Drug 1: C1C(C(OC1N2C=C(C(=O)NC2=O)F)CO)O. Drug 2: C1=NC(=NC(=O)N1C2C(C(C(O2)CO)O)O)N. Cell line: M14. Synergy scores: CSS=23.4, Synergy_ZIP=3.89, Synergy_Bliss=13.1, Synergy_Loewe=2.87, Synergy_HSA=2.55. (2) Drug 1: CC1CCC2CC(C(=CC=CC=CC(CC(C(=O)C(C(C(=CC(C(=O)CC(OC(=O)C3CCCCN3C(=O)C(=O)C1(O2)O)C(C)CC4CCC(C(C4)OC)OCCO)C)C)O)OC)C)C)C)OC. Drug 2: CCN(CC)CCNC(=O)C1=C(NC(=C1C)C=C2C3=C(C=CC(=C3)F)NC2=O)C. Cell line: HOP-62. Synergy scores: CSS=-0.940, Synergy_ZIP=1.91, Synergy_Bliss=1.92, Synergy_Loewe=-5.12, Synergy_HSA=-1.44. (3) Drug 1: CC1C(C(CC(O1)OC2CC(CC3=C2C(=C4C(=C3O)C(=O)C5=C(C4=O)C(=CC=C5)OC)O)(C(=O)C)O)N)O.Cl. Drug 2: CCCCCOC(=O)NC1=NC(=O)N(C=C1F)C2C(C(C(O2)C)O)O. Cell line: HS 578T. Synergy scores: CSS=12.3, Synergy_ZIP=-4.44, Synergy_Bliss=2.59, Synergy_Loewe=-10.0, Synergy_HSA=0.800. (4) Drug 1: CN(CCCl)CCCl.Cl. Drug 2: C1CCC(C(C1)N)N.C(=O)(C(=O)[O-])[O-].[Pt+4]. Cell line: HT29. Synergy scores: CSS=49.4, Synergy_ZIP=-3.05, Synergy_Bliss=-1.11, Synergy_Loewe=-2.31, Synergy_HSA=3.40. (5) Drug 1: C1C(C(OC1N2C=C(C(=O)NC2=O)F)CO)O. Drug 2: CC12CCC3C(C1CCC2O)C(CC4=C3C=CC(=C4)O)CCCCCCCCCS(=O)CCCC(C(F)(F)F)(F)F. Cell line: OVCAR-5. Synergy scores: CSS=19.5, Synergy_ZIP=-3.71, Synergy_Bliss=-1.59, Synergy_Loewe=-13.8, Synergy_HSA=-1.93. (6) Drug 1: C1CCC(C1)C(CC#N)N2C=C(C=N2)C3=C4C=CNC4=NC=N3. Drug 2: C1C(C(OC1N2C=NC3=C(N=C(N=C32)Cl)N)CO)O. Cell line: CCRF-CEM. Synergy scores: CSS=53.4, Synergy_ZIP=0.874, Synergy_Bliss=2.08, Synergy_Loewe=-36.4, Synergy_HSA=1.12.